Dataset: Forward reaction prediction with 1.9M reactions from USPTO patents (1976-2016). Task: Predict the product of the given reaction. (1) Given the reactants [C:1]([C:5]1[CH:9]=[C:8]([NH2:10])[N:7]([C:11]2[CH:12]=[C:13]([CH2:17][C:18]([NH2:20])=[O:19])[CH:14]=[CH:15][CH:16]=2)[N:6]=1)([CH3:4])([CH3:3])[CH3:2].[C:21]1([N:31]=[C:32]=[O:33])[C:30]2[C:25](=[CH:26][CH:27]=[CH:28][CH:29]=2)[CH:24]=[CH:23][CH:22]=1, predict the reaction product. The product is: [C:1]([C:5]1[CH:9]=[C:8]([NH:10][C:32]([NH:31][C:21]2[C:30]3[C:25](=[CH:26][CH:27]=[CH:28][CH:29]=3)[CH:24]=[CH:23][CH:22]=2)=[O:33])[N:7]([C:11]2[CH:16]=[CH:15][CH:14]=[C:13]([CH2:17][C:18](=[O:19])[NH2:20])[CH:12]=2)[N:6]=1)([CH3:4])([CH3:2])[CH3:3]. (2) Given the reactants [Br:1][C:2]1[CH:27]=[N:26][C:5]2[N:6]=[C:7]([N:13]3[CH2:18][CH2:17][N:16](C(OC(C)(C)C)=O)[CH2:15][CH2:14]3)[C:8]3[N:9]([CH:10]=[N:11][N:12]=3)[C:4]=2[CH:3]=1.C(O)(C(F)(F)F)=O, predict the reaction product. The product is: [Br:1][C:2]1[CH:27]=[N:26][C:5]2[N:6]=[C:7]([N:13]3[CH2:18][CH2:17][NH:16][CH2:15][CH2:14]3)[C:8]3[N:9]([CH:10]=[N:11][N:12]=3)[C:4]=2[CH:3]=1. (3) Given the reactants [F:1][C:2]1[CH:3]=[C:4]([CH:9]=[C:10]([C:15](=O)[CH3:16])[C:11]([O:13][CH3:14])=[O:12])[CH:5]=[CH:6][C:7]=1[F:8].S(O)(O)(=O)=O.[CH3:23][O:24][C:25](=[NH:27])[NH2:26].C([O-])(O)=O.[Na+], predict the reaction product. The product is: [F:1][C:2]1[CH:3]=[C:4]([CH:9]2[NH:27][C:25]([O:24][CH3:23])=[N:26][C:15]([CH3:16])=[C:10]2[C:11]([O:13][CH3:14])=[O:12])[CH:5]=[CH:6][C:7]=1[F:8]. (4) Given the reactants [C:1](Cl)(=[O:8])[C:2]1[CH:7]=[CH:6][CH:5]=[CH:4][CH:3]=1.Cl.[CH2:11]([O:13][C:14](=[O:23])[CH:15]([NH2:22])[CH2:16][S:17][C:18]([CH3:21])([CH3:20])[CH3:19])[CH3:12], predict the reaction product. The product is: [CH2:11]([O:13][C:14](=[O:23])[CH:15]([NH:22][C:1](=[O:8])[C:2]1[CH:7]=[CH:6][CH:5]=[CH:4][CH:3]=1)[CH2:16][S:17][C:18]([CH3:20])([CH3:19])[CH3:21])[CH3:12].